Dataset: Catalyst prediction with 721,799 reactions and 888 catalyst types from USPTO. Task: Predict which catalyst facilitates the given reaction. Reactant: [Br:1][C:2]1[CH:3]=[C:4]2[C:8](=[CH:9][CH:10]=1)[NH:7][C:6](=[O:11])[C:5]2=O.[NH:13]([C:15](=[O:28])[CH2:16][O:17][C:18]1[CH:19]=[C:20]([CH:25]=[CH:26][CH:27]=1)[C:21]([O:23][CH3:24])=[O:22])[NH2:14]. Product: [Br:1][C:2]1[CH:3]=[C:4]2[C:8](=[CH:9][CH:10]=1)[NH:7][C:6](=[O:11])[C:5]2=[N:14][NH:13][C:15](=[O:28])[CH2:16][O:17][C:18]1[CH:19]=[C:20]([CH:25]=[CH:26][CH:27]=1)[C:21]([O:23][CH3:24])=[O:22]. The catalyst class is: 15.